Regression. Given a peptide amino acid sequence and an MHC pseudo amino acid sequence, predict their binding affinity value. This is MHC class II binding data. From a dataset of Peptide-MHC class II binding affinity with 134,281 pairs from IEDB. (1) The peptide sequence is KMLLDNINTPEGIIP. The MHC is DRB1_0404 with pseudo-sequence DRB1_0404. The binding affinity (normalized) is 0.419. (2) The peptide sequence is SKRQCMQKIEPIITK. The MHC is H-2-IAd with pseudo-sequence H-2-IAd. The binding affinity (normalized) is 0.599. (3) The binding affinity (normalized) is 0.699. The peptide sequence is CGLNSVDSLEHEMWR. The MHC is HLA-DQA10102-DQB10501 with pseudo-sequence HLA-DQA10102-DQB10501. (4) The peptide sequence is SPSLWEIEFAEQLASV. The MHC is DRB1_0101 with pseudo-sequence DRB1_0101. The binding affinity (normalized) is 0.196.